From a dataset of Forward reaction prediction with 1.9M reactions from USPTO patents (1976-2016). Predict the product of the given reaction. Given the reactants [C:1]1([C:7]2[C:16]([N:17]3[CH2:22][CH2:21][N:20]([C:23]4[N:28]=[CH:27][CH:26]=[CH:25][N:24]=4)[CH2:19][CH2:18]3)=[N:15][C:14]3[C:9](=[CH:10][CH:11]=[C:12]([C:29]([O:31]C)=[O:30])[CH:13]=3)[N:8]=2)[CH:6]=[CH:5][CH:4]=[CH:3][CH:2]=1.[OH-].[Na+], predict the reaction product. The product is: [C:1]1([C:7]2[C:16]([N:17]3[CH2:18][CH2:19][N:20]([C:23]4[N:24]=[CH:25][CH:26]=[CH:27][N:28]=4)[CH2:21][CH2:22]3)=[N:15][C:14]3[C:9](=[CH:10][CH:11]=[C:12]([C:29]([OH:31])=[O:30])[CH:13]=3)[N:8]=2)[CH:2]=[CH:3][CH:4]=[CH:5][CH:6]=1.